Predict which catalyst facilitates the given reaction. From a dataset of Catalyst prediction with 721,799 reactions and 888 catalyst types from USPTO. (1) Reactant: C([S:8][C:9]1[C:14]([Cl:15])=[CH:13][CH:12]=[CH:11][C:10]=1[NH2:16])C1C=CC=CC=1.[Al+3].[Cl-].[Cl-].[Cl-].CCOC(C)=O. Product: [ClH:15].[NH2:16][C:10]1[CH:11]=[CH:12][CH:13]=[C:14]([Cl:15])[C:9]=1[SH:8]. The catalyst class is: 48. (2) Reactant: [Cl-].[Li+].[CH2:3]([O:10][C:11]1[C:15]([O:16][CH2:17][C:18]2[CH:23]=[CH:22][CH:21]=[CH:20][CH:19]=2)=[C:14](I)[N:13]([C:25]2[CH:30]=[CH:29][C:28]([O:31][CH3:32])=[CH:27][CH:26]=2)[C:12]=1[C:33]([N:35]([CH3:37])[CH3:36])=[O:34])[C:4]1[CH:9]=[CH:8][CH:7]=[CH:6][CH:5]=1.C(OC1C(OCC2C=CC=CC=2)=CN(C2C=CC(OC)=CC=2)C=1C(N(C)C)=O)C1C=CC=CC=1.C([Mg]Cl)(C)C.[CH3:77][P:78](Cl)([CH3:80])=[O:79]. Product: [CH2:3]([O:10][C:11]1[C:15]([O:16][CH2:17][C:18]2[CH:23]=[CH:22][CH:21]=[CH:20][CH:19]=2)=[C:14]([P:78]([CH3:80])([CH3:77])=[O:79])[N:13]([C:25]2[CH:30]=[CH:29][C:28]([O:31][CH3:32])=[CH:27][CH:26]=2)[C:12]=1[C:33]([N:35]([CH3:37])[CH3:36])=[O:34])[C:4]1[CH:9]=[CH:8][CH:7]=[CH:6][CH:5]=1. The catalyst class is: 1. (3) Reactant: [NH2:1][C:2]1[N:7]=[C:6]([NH2:8])[C:5]([C:9]#[N:10])=[C:4]([NH:11][C@H:12]([C:14]2[N:23]([C:24]3[CH:29]=[CH:28][CH:27]=[C:26]([F:30])[CH:25]=3)[C:22](=[O:31])[C:21]3[C:16](=[CH:17][CH:18]=[CH:19][C:20]=3[S:32]([CH2:35][CH2:36]O)(=[O:34])=[O:33])[N:15]=2)[CH3:13])[N:3]=1.C1(C)C=CC(S(Cl)(=O)=O)=CC=1.C(N(CC)CC)C.C([O-])(O)=O.[Na+]. The catalyst class is: 112. Product: [NH2:1][C:2]1[N:7]=[C:6]([NH2:8])[C:5]([C:9]#[N:10])=[C:4]([NH:11][C@H:12]([C:14]2[N:23]([C:24]3[CH:29]=[CH:28][CH:27]=[C:26]([F:30])[CH:25]=3)[C:22](=[O:31])[C:21]3[C:16](=[CH:17][CH:18]=[CH:19][C:20]=3[S:32]([CH:35]=[CH2:36])(=[O:34])=[O:33])[N:15]=2)[CH3:13])[N:3]=1. (4) Reactant: Cl[C:2]1[CH:7]=[C:6]([CH3:8])[N:5]=[C:4]([NH:9][C:10](=[NH:20])[NH:11][C:12]2[CH:17]=[CH:16][C:15]([Cl:18])=[C:14]([Cl:19])[CH:13]=2)[N:3]=1.[NH2:21][CH2:22][CH2:23][CH2:24][OH:25]. Product: [Cl:19][C:14]1[CH:13]=[C:12]([NH:11][C:10](=[NH:20])[NH:9][C:4]2[N:3]=[C:2]([NH:21][CH2:22][CH2:23][CH2:24][OH:25])[CH:7]=[C:6]([CH3:8])[N:5]=2)[CH:17]=[CH:16][C:15]=1[Cl:18]. The catalyst class is: 566. (5) Reactant: [Na].C([CH:5]1[C:11](=[O:12])[CH:10]2[CH:7]([CH2:8][CH2:9]2)[C:6]1=[O:13])(=O)C. Product: [CH:7]12[CH2:8][CH2:9][CH:10]1[C:11](=[O:12])[CH2:5][C:6]2=[O:13]. The catalyst class is: 33. (6) Reactant: [N:1]1[CH:6]=[CH:5][CH:4]=[C:3]([O:7][C@H:8]2[CH2:13][CH2:12][C@H:11]([C:14]([OH:16])=O)[CH2:10][CH2:9]2)[N:2]=1.C(N(CC)CC)C.ClC(OCC)=O.O.[NH2:31][NH2:32]. Product: [N:1]1[CH:6]=[CH:5][CH:4]=[C:3]([O:7][C@H:8]2[CH2:13][CH2:12][C@H:11]([C:14]([NH:31][NH2:32])=[O:16])[CH2:10][CH2:9]2)[N:2]=1. The catalyst class is: 36. (7) Reactant: [C:1]([O:5][C:6]([N:8]1[CH2:13][C@H:12]2[C@H:10]([O:11]2)[CH2:9]1)=[O:7])([CH3:4])([CH3:3])[CH3:2].[OH-:14].[Na+]. Product: [C:1]([O:5][C:6]([N:8]1[CH2:13][C@@H:12]([OH:11])[C@H:10]([OH:14])[CH2:9]1)=[O:7])([CH3:4])([CH3:3])[CH3:2]. The catalyst class is: 12. (8) Reactant: [F-].C([N+](CCCC)(CCCC)CCCC)CCC.[Si]([O:26][CH2:27][CH2:28][O:29][C:30]1[C:35]([CH3:36])=[CH:34][C:33]([C:37]2[N:46]([C:47]3[CH:52]=[CH:51][C:50]([CH:53]([CH2:55][CH3:56])[CH3:54])=[CH:49][CH:48]=3)[C:45](=[O:57])[C:44]3[C:39](=[CH:40][CH:41]=[CH:42][CH:43]=3)[N:38]=2)=[CH:32][C:31]=1[CH3:58])(C(C)(C)C)(C)C. Product: [CH:53]([C:50]1[CH:49]=[CH:48][C:47]([N:46]2[C:45](=[O:57])[C:44]3[C:39](=[CH:40][CH:41]=[CH:42][CH:43]=3)[N:38]=[C:37]2[C:33]2[CH:32]=[C:31]([CH3:58])[C:30]([O:29][CH2:28][CH2:27][OH:26])=[C:35]([CH3:36])[CH:34]=2)=[CH:52][CH:51]=1)([CH2:55][CH3:56])[CH3:54]. The catalyst class is: 1. (9) Reactant: C(=O)([O-])[O-].[K+].[K+].CI.[CH3:9][N:10]([CH3:14])[C:11](=O)[CH3:12].[Br:15][C:16]1[CH:17]=[C:18]([C:22]2C=C([CH:26]=[CH:27][CH:28]=2)N)[CH:19]=[N:20][CH:21]=1. Product: [Br:15][C:16]1[CH:17]=[C:18]([C:22]2[CH:12]=[C:11]([CH:26]=[CH:27][CH:28]=2)[N:10]([CH3:14])[CH3:9])[CH:19]=[N:20][CH:21]=1. The catalyst class is: 6. (10) Product: [C:29]([C:26]1[CH:25]=[CH:24][C:23]([N:13]([C:11]([C:8]2[CH:9]=[CH:10][N:5]3[N:4]=[CH:3][C:2]([C:37]4[CH:36]=[N:35][C:34]([C:33](=[O:49])[NH:32][CH3:31])=[CH:39][CH:38]=4)=[C:6]3[CH:7]=2)=[O:12])[N:14]([CH3:22])[C:15]([O:17][C:18]([CH3:20])([CH3:21])[CH3:19])=[O:16])=[CH:28][CH:27]=1)#[N:30]. The catalyst class is: 38. Reactant: Br[C:2]1[CH:3]=[N:4][N:5]2[CH:10]=[CH:9][C:8]([C:11]([N:13]([C:23]3[CH:28]=[CH:27][C:26]([C:29]#[N:30])=[CH:25][CH:24]=3)[N:14]([CH3:22])[C:15]([O:17][C:18]([CH3:21])([CH3:20])[CH3:19])=[O:16])=[O:12])=[CH:7][C:6]=12.[CH3:31][NH:32][C:33](=[O:49])[C:34]1[CH:39]=[CH:38][C:37](B2OC(C)(C)C(C)(C)O2)=[CH:36][N:35]=1.C([O-])([O-])=O.[K+].[K+].C(Cl)Cl.